From a dataset of NCI-60 drug combinations with 297,098 pairs across 59 cell lines. Regression. Given two drug SMILES strings and cell line genomic features, predict the synergy score measuring deviation from expected non-interaction effect. (1) Drug 1: C1=CC(=CC=C1CCC2=CNC3=C2C(=O)NC(=N3)N)C(=O)NC(CCC(=O)O)C(=O)O. Drug 2: CC1=C(C(=CC=C1)Cl)NC(=O)C2=CN=C(S2)NC3=CC(=NC(=N3)C)N4CCN(CC4)CCO. Cell line: SK-MEL-28. Synergy scores: CSS=23.5, Synergy_ZIP=-0.305, Synergy_Bliss=4.43, Synergy_Loewe=3.61, Synergy_HSA=5.18. (2) Synergy scores: CSS=38.1, Synergy_ZIP=0.479, Synergy_Bliss=3.12, Synergy_Loewe=-11.2, Synergy_HSA=4.05. Drug 2: CC1C(C(CC(O1)OC2CC(CC3=C2C(=C4C(=C3O)C(=O)C5=CC=CC=C5C4=O)O)(C(=O)C)O)N)O. Cell line: T-47D. Drug 1: CC1=C(C(CCC1)(C)C)C=CC(=CC=CC(=CC(=O)O)C)C. (3) Drug 1: CC1=C(C=C(C=C1)NC(=O)C2=CC=C(C=C2)CN3CCN(CC3)C)NC4=NC=CC(=N4)C5=CN=CC=C5. Drug 2: CN1C2=C(C=C(C=C2)N(CCCl)CCCl)N=C1CCCC(=O)O.Cl. Cell line: SK-OV-3. Synergy scores: CSS=-5.62, Synergy_ZIP=0.194, Synergy_Bliss=-4.81, Synergy_Loewe=-6.49, Synergy_HSA=-6.63. (4) Cell line: MALME-3M. Drug 1: CC12CCC3C(C1CCC2O)C(CC4=C3C=CC(=C4)O)CCCCCCCCCS(=O)CCCC(C(F)(F)F)(F)F. Synergy scores: CSS=1.74, Synergy_ZIP=0.0898, Synergy_Bliss=0.932, Synergy_Loewe=-0.177, Synergy_HSA=0.209. Drug 2: CC(C)(C#N)C1=CC(=CC(=C1)CN2C=NC=N2)C(C)(C)C#N. (5) Drug 1: CN1CCC(CC1)COC2=C(C=C3C(=C2)N=CN=C3NC4=C(C=C(C=C4)Br)F)OC. Drug 2: CC1OCC2C(O1)C(C(C(O2)OC3C4COC(=O)C4C(C5=CC6=C(C=C35)OCO6)C7=CC(=C(C(=C7)OC)O)OC)O)O. Cell line: UACC-257. Synergy scores: CSS=9.88, Synergy_ZIP=-1.68, Synergy_Bliss=0.675, Synergy_Loewe=-0.104, Synergy_HSA=0.662. (6) Synergy scores: CSS=-1.64, Synergy_ZIP=-3.16, Synergy_Bliss=-6.68, Synergy_Loewe=-6.94, Synergy_HSA=-6.39. Drug 2: C1C(C(OC1N2C=NC(=NC2=O)N)CO)O. Cell line: NCIH23. Drug 1: C1=NNC2=C1C(=O)NC=N2. (7) Drug 1: C1=NC2=C(N1)C(=S)N=C(N2)N. Drug 2: C1C(C(OC1N2C=NC3=C2NC=NCC3O)CO)O. Cell line: SK-MEL-2. Synergy scores: CSS=26.3, Synergy_ZIP=-5.87, Synergy_Bliss=0.227, Synergy_Loewe=-1.76, Synergy_HSA=-1.17. (8) Drug 1: CCC1(CC2CC(C3=C(CCN(C2)C1)C4=CC=CC=C4N3)(C5=C(C=C6C(=C5)C78CCN9C7C(C=CC9)(C(C(C8N6C)(C(=O)OC)O)OC(=O)C)CC)OC)C(=O)OC)O.OS(=O)(=O)O. Drug 2: CC(C)(C#N)C1=CC(=CC(=C1)CN2C=NC=N2)C(C)(C)C#N. Cell line: NCI-H226. Synergy scores: CSS=-0.710, Synergy_ZIP=1.71, Synergy_Bliss=2.28, Synergy_Loewe=1.14, Synergy_HSA=-0.0289.